This data is from Reaction yield outcomes from USPTO patents with 853,638 reactions. The task is: Predict the reaction yield, written as a fraction of the theoretical maximum amount of product (1.0 means a 100% yield; for example, 0.34 means a 34% yield). The reactants are [O:1]=[C:2]1[NH:7][C:6]2[CH:8]=[C:9]([CH2:12][N:13]3[CH2:18][CH2:17][N:16]([C:19]4[CH:27]=[CH:26][C:22]([C:23](O)=[O:24])=[CH:21][N:20]=4)[CH2:15][CH2:14]3)[CH:10]=[N:11][C:5]=2[N:4]2[CH2:28][CH2:29][CH2:30][CH2:31][C@@H:3]12.[CH2:32]([N:34](C(C)C)C(C)C)C.Cl.CN. The catalyst is CN(C=O)C. The product is [CH3:32][NH:34][C:23](=[O:24])[C:22]1[CH:26]=[CH:27][C:19]([N:16]2[CH2:15][CH2:14][N:13]([CH2:12][C:9]3[CH:10]=[N:11][C:5]4[N:4]5[CH2:28][CH2:29][CH2:30][CH2:31][C@H:3]5[C:2](=[O:1])[NH:7][C:6]=4[CH:8]=3)[CH2:18][CH2:17]2)=[N:20][CH:21]=1. The yield is 0.300.